Dataset: Forward reaction prediction with 1.9M reactions from USPTO patents (1976-2016). Task: Predict the product of the given reaction. (1) Given the reactants [Cl:1][C:2]1[CH:3]=[C:4]2[C:9](=[CH:10][CH:11]=1)[N:8]=[C:7]([C:12]([O:14]C)=[O:13])[CH:6]=[C:5]2[N:16]1[CH2:21][CH2:20][CH:19]([NH:22][C:23]([C:25]2[NH:26][C:27]([CH3:32])=[C:28]([Cl:31])[C:29]=2[Cl:30])=[O:24])[CH2:18][CH2:17]1.[OH-].[Na+].Cl, predict the reaction product. The product is: [Cl:1][C:2]1[CH:3]=[C:4]2[C:9](=[CH:10][CH:11]=1)[N:8]=[C:7]([C:12]([OH:14])=[O:13])[CH:6]=[C:5]2[N:16]1[CH2:17][CH2:18][CH:19]([NH:22][C:23]([C:25]2[NH:26][C:27]([CH3:32])=[C:28]([Cl:31])[C:29]=2[Cl:30])=[O:24])[CH2:20][CH2:21]1. (2) Given the reactants [F:1][C:2]1[CH:3]=[C:4]([CH:16]=[C:17]([F:19])[CH:18]=1)[CH2:5][C@H:6]([NH2:15])[C@@H:7]([OH:14])[C@@H:8]([OH:13])[CH2:9][CH2:10][CH2:11][CH3:12].[CH3:20][C:21]1[CH:22]=[C:23]([C:30]([N:32]([CH2:36][CH2:37][CH3:38])[CH2:33][CH2:34][CH3:35])=[O:31])[CH:24]=[C:25]([CH:29]=1)[C:26](O)=[O:27].[CH3:39]CN(C(C)C)C(C)C, predict the reaction product. The product is: [F:1][C:2]1[CH:3]=[C:4]([CH:16]=[C:17]([F:19])[CH:18]=1)[CH2:5][C@H:6]([NH:15][C:26](=[O:27])[C:25]1[CH:29]=[C:21]([CH3:20])[CH:22]=[C:23]([C:30]([N:32]([CH2:36][CH2:37][CH3:38])[CH2:33][CH2:34][CH3:35])=[O:31])[CH:24]=1)[C@@H:7]([OH:14])[C@@H:8]([OH:13])[CH2:9][CH2:10][CH2:11][CH2:12][CH3:39].